This data is from Full USPTO retrosynthesis dataset with 1.9M reactions from patents (1976-2016). The task is: Predict the reactants needed to synthesize the given product. (1) Given the product [F:22][C:21]([F:24])([F:23])[CH2:20][O:19][C:16]1[CH:15]=[CH:14][C:13]([N:3]2[C:4](=[O:12])[C:5]3[CH2:10][C:9](=[O:11])[NH:8][C:6]=3[N:7]=[C:2]2[S:1][CH2:27][C:26]([F:30])([F:29])[F:25])=[CH:18][CH:17]=1, predict the reactants needed to synthesize it. The reactants are: [S:1]=[C:2]1[NH:7][C:6]2[NH:8][C:9](=[O:11])[CH2:10][C:5]=2[C:4](=[O:12])[N:3]1[C:13]1[CH:18]=[CH:17][C:16]([O:19][CH2:20][C:21]([F:24])([F:23])[F:22])=[CH:15][CH:14]=1.[F:25][C:26]([F:30])([F:29])[CH2:27]I.C(=O)([O-])O.[Na+]. (2) Given the product [CH3:13][O:14][C:15]1[CH:16]=[CH:17][C:18]([C:19]([NH:21][N:22]=[C:5]2[C:4]3[C:8](=[CH:9][CH:10]=[C:2]([Br:1])[CH:3]=3)[NH:7][C:6]2=[O:11])=[O:20])=[CH:23][CH:24]=1, predict the reactants needed to synthesize it. The reactants are: [Br:1][C:2]1[CH:3]=[C:4]2[C:8](=[CH:9][CH:10]=1)[NH:7][C:6](=[O:11])[C:5]2=O.[CH3:13][O:14][C:15]1[CH:24]=[CH:23][C:18]([C:19]([NH:21][NH2:22])=[O:20])=[CH:17][CH:16]=1.